From a dataset of Catalyst prediction with 721,799 reactions and 888 catalyst types from USPTO. Predict which catalyst facilitates the given reaction. (1) Reactant: Cl.Cl.[NH:3]1[CH2:7][CH2:6][C@@H:5]([NH:8][C:9]2[N:10]=[CH:11][C:12](/[CH:15]=[CH:16]/[C:17]([O:19][CH3:20])=[O:18])=[N:13][CH:14]=2)[CH2:4]1.C(N(CC)C(C)C)(C)C.[CH3:30][O:31][C:32]1[CH:39]=[CH:38][CH:37]=[CH:36][C:33]=1[CH:34]=O.C(O[BH-](OC(=O)C)OC(=O)C)(=O)C.[Na+].C([O-])(O)=O.[Na+]. Product: [CH3:30][O:31][C:32]1[CH:39]=[CH:38][CH:37]=[CH:36][C:33]=1[CH2:34][N:3]1[CH2:7][CH2:6][C@@H:5]([NH:8][C:9]2[N:10]=[CH:11][C:12](/[CH:15]=[CH:16]/[C:17]([O:19][CH3:20])=[O:18])=[N:13][CH:14]=2)[CH2:4]1. The catalyst class is: 2. (2) The catalyst class is: 7. Product: [CH2:1]([C@H:8]1[CH2:12][O:11][C:10](=[O:13])[N:9]1[C:14]([C:16]1([CH2:22][C:23]2[CH:28]=[N:27][C:26]([O:29][CH2:30][CH2:31][C:32]3[N:33]=[C:34]([C:38]4[CH:43]=[CH:42][CH:41]=[CH:40][CH:39]=4)[O:35][C:36]=3[CH3:37])=[CH:25][CH:24]=2)[CH2:20][CH2:19][CH2:18][O:17]1)=[O:15])[C:2]1[CH:3]=[CH:4][CH:5]=[CH:6][CH:7]=1. Reactant: [CH2:1]([C@H:8]1[CH2:12][O:11][C:10](=[O:13])[N:9]1[C:14]([CH:16]1[CH2:20][CH2:19][CH2:18][O:17]1)=[O:15])[C:2]1[CH:7]=[CH:6][CH:5]=[CH:4][CH:3]=1.I[CH2:22][C:23]1[CH:24]=[CH:25][C:26]([O:29][CH2:30][CH2:31][C:32]2[N:33]=[C:34]([C:38]3[CH:43]=[CH:42][CH:41]=[CH:40][CH:39]=3)[O:35][C:36]=2[CH3:37])=[N:27][CH:28]=1.